The task is: Predict the reaction yield, written as a fraction of the theoretical maximum amount of product (1.0 means a 100% yield; for example, 0.34 means a 34% yield).. This data is from Reaction yield outcomes from USPTO patents with 853,638 reactions. (1) The reactants are Cl[C:2]1[C:11]2[C:6](=[CH:7][C:8]([CH3:12])=[CH:9][CH:10]=2)[N:5]=[C:4]([C:13]2[CH:18]=[CH:17][CH:16]=[CH:15][C:14]=2[OH:19])[N:3]=1.[CH2:20]([O:27][CH2:28][C@H:29]1[CH2:34][NH:33][CH2:32][CH2:31][N:30]1[C:35]([O:37][C:38]([CH3:41])([CH3:40])[CH3:39])=[O:36])[C:21]1[CH:26]=[CH:25][CH:24]=[CH:23][CH:22]=1. The catalyst is CN(C=O)C.C(N(CC)CC)C. The product is [CH2:20]([O:27][CH2:28][C@H:29]1[CH2:34][N:33]([C:2]2[C:11]3[C:6](=[CH:7][C:8]([CH3:12])=[CH:9][CH:10]=3)[N:5]=[C:4]([C:13]3[CH:18]=[CH:17][CH:16]=[CH:15][C:14]=3[OH:19])[N:3]=2)[CH2:32][CH2:31][N:30]1[C:35]([O:37][C:38]([CH3:41])([CH3:40])[CH3:39])=[O:36])[C:21]1[CH:22]=[CH:23][CH:24]=[CH:25][CH:26]=1. The yield is 0.850. (2) The reactants are [Br:1][C:2]1[CH:7]=[CH:6][C:5]([C:8]2[CH:13]=[CH:12][C:11]([C:14]([CH3:18])([CH3:17])[CH2:15][OH:16])=[CH:10][CH:9]=2)=[CH:4][CH:3]=1.[CH3:19][O:20][CH2:21]Cl.C(N(CC)C(C)C)(C)C. The catalyst is C1(C)C=CC=CC=1.C(OCC)(=O)C. The product is [Br:1][C:2]1[CH:3]=[CH:4][C:5]([C:8]2[CH:13]=[CH:12][C:11]([C:14]([CH3:18])([CH3:17])[CH2:15][O:16][CH2:19][O:20][CH3:21])=[CH:10][CH:9]=2)=[CH:6][CH:7]=1. The yield is 1.00. (3) The reactants are [CH3:1][O:2][C:3]1[CH:39]=[CH:38][C:6]([C:7]([NH:20][C:21]2[N:29]=[CH:28][N:27]=[C:26]3[C:22]=2[N:23]=[CH:24][N:25]3[C@H:30]2[O:35][C@@H:34]([CH2:36][OH:37])[C@@H:32]([OH:33])[CH2:31]2)([C:14]2[CH:19]=[CH:18][CH:17]=[CH:16][CH:15]=2)[C:8]2[CH:13]=[CH:12][CH:11]=[CH:10][CH:9]=2)=[CH:5][CH:4]=1.[CH3:40][O:41][C:42]1[CH:61]=[CH:60][C:45]([C:46](Cl)([C:53]2[CH:58]=[CH:57][CH:56]=[CH:55][CH:54]=2)[C:47]2[CH:52]=[CH:51][CH:50]=[CH:49][CH:48]=2)=[CH:44][CH:43]=1.CO. The catalyst is N1C=CC=CC=1. The product is [CH3:1][O:2][C:3]1[CH:4]=[CH:5][C:6]([C:7]([NH:20][C:21]2[N:29]=[CH:28][N:27]=[C:26]3[C:22]=2[N:23]=[CH:24][N:25]3[C@H:30]2[O:35][C@@H:34]([CH2:36][O:37][C:46]([C:53]3[CH:58]=[CH:57][CH:56]=[CH:55][CH:54]=3)([C:47]3[CH:52]=[CH:51][CH:50]=[CH:49][CH:48]=3)[C:45]3[CH:44]=[CH:43][C:42]([O:41][CH3:40])=[CH:61][CH:60]=3)[C@@H:32]([OH:33])[CH2:31]2)([C:14]2[CH:15]=[CH:16][CH:17]=[CH:18][CH:19]=2)[C:8]2[CH:9]=[CH:10][CH:11]=[CH:12][CH:13]=2)=[CH:38][CH:39]=1. The yield is 0.720. (4) The reactants are [Br:1][C:2]1[CH:3]=[C:4]([CH:32]=[CH:33][CH:34]=1)[O:5][C:6]1[CH:11]=[CH:10][C:9]([C:12]2[N:16]([CH:17]3[CH2:22][CH2:21][CH2:20][CH2:19][CH2:18]3)[C:15]3[CH:23]=[CH:24][C:25]([C:27]([O:29]CC)=[O:28])=[CH:26][C:14]=3[N:13]=2)=[CH:8][CH:7]=1.[OH-].[Na+]. The catalyst is O1CCCC1.C(O)C. The product is [Br:1][C:2]1[CH:3]=[C:4]([CH:32]=[CH:33][CH:34]=1)[O:5][C:6]1[CH:11]=[CH:10][C:9]([C:12]2[N:16]([CH:17]3[CH2:22][CH2:21][CH2:20][CH2:19][CH2:18]3)[C:15]3[CH:23]=[CH:24][C:25]([C:27]([OH:29])=[O:28])=[CH:26][C:14]=3[N:13]=2)=[CH:8][CH:7]=1. The yield is 0.960. (5) The reactants are NC1C=C([C:8]([C:10]2[C:18]3[CH:17]=[N:16][CH:15]=[N:14][C:13]=3[N:12]([C:19]3([C:23]([CH3:31])([CH3:30])[O:24][SiH2:25][C:26]([CH3:29])([CH3:28])[CH3:27])[CH2:22][O:21][CH2:20]3)[CH:11]=2)=[O:9])C=NC=1.[F:32][C:33]([F:45])([F:44])[C:34]1[CH:39]=[CH:38][C:37]([CH2:40][C:41]([OH:43])=O)=[CH:36][CH:35]=1.CN(C(ON1N=N[C:56]2[CH:57]=[CH:58][CH:59]=[N:60][C:55]1=2)=[N+](C)C)C.F[P-](F)(F)(F)(F)F.[N:70]1C=CC=CC=1. The catalyst is ClCCl.C(=O)(O)[O-].[Na+]. The product is [C:26]([SiH2:25][O:24][C:23]([CH3:31])([CH3:30])[C:19]1([N:12]2[C:13]3[N:14]=[CH:15][N:16]=[CH:17][C:18]=3[C:10]([C:8]([C:59]3[C:58]([C:39]4[C:34]([C:33]([F:32])([F:45])[F:44])=[CH:35][CH:36]=[C:37]([CH2:40][C:41]([NH2:70])=[O:43])[CH:38]=4)=[CH:57][CH:56]=[CH:55][N:60]=3)=[O:9])=[CH:11]2)[CH2:20][O:21][CH2:22]1)([CH3:28])([CH3:27])[CH3:29]. The yield is 0.920. (6) The reactants are [F:1][C:2]1[CH:7]=[CH:6][C:5]([C:8]2[C:13]([CH3:14])=[C:12]([CH:15]([CH3:17])[CH3:16])[N:11]=[C:10]([N:18]([CH3:23])[S:19]([CH3:22])(=[O:21])=[O:20])[N:9]=2)=[CH:4][CH:3]=1.BrN1C(=[O:30])CCC1=O.C([O-])(O)=O.[Na+].O. The catalyst is C(#N)C. The product is [F:1][C:2]1[CH:3]=[CH:4][C:5]([C:8]2[C:13]([CH2:14][OH:30])=[C:12]([CH:15]([CH3:17])[CH3:16])[N:11]=[C:10]([N:18]([CH3:23])[S:19]([CH3:22])(=[O:21])=[O:20])[N:9]=2)=[CH:6][CH:7]=1. The yield is 0.950. (7) The reactants are C(OC([N:8]1[C@H:12]([C:13]2[S:14][C:15]([C:18]3[CH:23]=[CH:22][CH:21]=[C:20]([NH:24][C:25]4[CH:30]=[C:29]([CH3:31])[CH:28]=[CH:27][N:26]=4)[N:19]=3)=[CH:16][N:17]=2)[CH2:11][O:10]C1(C)C)=O)(C)(C)C. The catalyst is O1CCCC1.C(OCC)(=O)C.Cl. The product is [NH2:8][C@H:12]([C:13]1[S:14][C:15]([C:18]2[CH:23]=[CH:22][CH:21]=[C:20]([NH:24][C:25]3[CH:30]=[C:29]([CH3:31])[CH:28]=[CH:27][N:26]=3)[N:19]=2)=[CH:16][N:17]=1)[CH2:11][OH:10]. The yield is 0.440. (8) The reactants are [Cl:1][C:2]1[CH:3]=[C:4]([N:8]2[C:12]([CH2:13][NH2:14])=[CH:11][C:10]([C:15]([F:18])([F:17])[F:16])=[N:9]2)[CH:5]=[CH:6][CH:7]=1.C(N(CC)CC)C.[OH:26][CH2:27][CH2:28][O:29][C:30]1[N:35]=[CH:34][C:33]([NH:36][C:37](=O)[O:38]C2C=CC=CC=2)=[CH:32][CH:31]=1. The catalyst is C(#N)C. The product is [Cl:1][C:2]1[CH:3]=[C:4]([N:8]2[C:12]([CH2:13][NH:14][C:37]([NH:36][C:33]3[CH:34]=[N:35][C:30]([O:29][CH2:28][CH2:27][OH:26])=[CH:31][CH:32]=3)=[O:38])=[CH:11][C:10]([C:15]([F:16])([F:17])[F:18])=[N:9]2)[CH:5]=[CH:6][CH:7]=1. The yield is 0.900.